Task: Predict the reaction yield, written as a fraction of the theoretical maximum amount of product (1.0 means a 100% yield; for example, 0.34 means a 34% yield).. Dataset: Reaction yield outcomes from USPTO patents with 853,638 reactions The reactants are [CH2:1]([N:3]1[C:11]2[C:6](=[CH:7][CH:8]=[C:9]([O:12][CH3:13])[CH:10]=2)[C:5]([C:14](=[N:16][OH:17])[CH3:15])=[CH:4]1)[CH3:2].[Li][CH2:19]CCC.CN(C=O)C.OS(O)(=O)=O. The catalyst is C1COCC1.O. The product is [CH2:1]([N:3]1[C:11]2[C:6](=[CH:7][CH:8]=[C:9]([O:12][CH3:13])[CH:10]=2)[C:5]([C:14]2[CH:15]=[CH:19][O:17][N:16]=2)=[CH:4]1)[CH3:2]. The yield is 0.120.